From a dataset of Catalyst prediction with 721,799 reactions and 888 catalyst types from USPTO. Predict which catalyst facilitates the given reaction. (1) Reactant: C([O:9][C:10](=[CH:15][C:16]1[CH:24]=[C:23]([CH3:25])[C:22]2[C:18](=[CH:19][N:20]([CH2:26][O:27][CH2:28][CH2:29][Si:30]([CH3:33])([CH3:32])[CH3:31])[N:21]=2)[CH:17]=1)[C:11]([O:13]C)=[O:12])(=O)C1C=CC=CC=1.CO.[H][H].O.[OH-].[Li+]. Product: [OH:9][CH:10]([CH2:15][C:16]1[CH:24]=[C:23]([CH3:25])[C:22]2[C:18](=[CH:19][N:20]([CH2:26][O:27][CH2:28][CH2:29][Si:30]([CH3:32])([CH3:31])[CH3:33])[N:21]=2)[CH:17]=1)[C:11]([OH:13])=[O:12]. The catalyst class is: 522. (2) Reactant: [NH2:1][C:2]1[CH:11]=[CH:10][C:9]([Br:12])=[CH:8][C:3]=1[C:4]([O:6][CH3:7])=[O:5].[CH:13](=O)[C:14]1[CH:19]=[CH:18][C:17]([O:20][CH3:21])=[CH:16][CH:15]=1.C(O)(=O)C.C(O[BH-](OC(=O)C)OC(=O)C)(=O)C.[Na+].C(=O)(O)[O-].[Na+]. Product: [Br:12][C:9]1[CH:10]=[CH:11][C:2]([NH:1][CH2:13][C:14]2[CH:19]=[CH:18][C:17]([O:20][CH3:21])=[CH:16][CH:15]=2)=[C:3]([CH:8]=1)[C:4]([O:6][CH3:7])=[O:5]. The catalyst class is: 4. (3) Reactant: C[O:2][C:3](=[O:13])[CH:4]([C:6]1[CH:11]=[CH:10][C:9]([Br:12])=[CH:8][CH:7]=1)[OH:5].[CH3:14][C:15]1[CH:20]=[CH:19][C:18]([OH:21])=[CH:17][CH:16]=1.[NH2:22][C:23]1[CH:28]=[CH:27][CH:26]=[CH:25][N:24]=1. Product: [CH3:14][C:15]1[CH:20]=[CH:19][C:18]([O:5][CH:4]([C:6]2[CH:11]=[CH:10][C:9]([Br:12])=[CH:8][CH:7]=2)[C:3]([OH:2])=[O:13])=[CH:17][CH:16]=1.[Br:12][C:9]1[CH:8]=[CH:7][C:6]([CH:4]([O:21][C:18]2[CH:19]=[CH:20][C:15]([CH3:14])=[CH:16][CH:17]=2)[C:3]([NH:22][C:23]2[CH:28]=[CH:27][CH:26]=[CH:25][N:24]=2)=[O:13])=[CH:11][CH:10]=1. The catalyst class is: 1. (4) Reactant: [Cl:1][C:2]1[CH:3]=[C:4]2[C:8](=[CH:9][CH:10]=1)[NH:7][C:6]([C:11]([OH:13])=O)=[CH:5]2.C(Cl)(=O)C([Cl:17])=O. Product: [Cl:1][C:2]1[CH:3]=[C:4]2[C:8](=[CH:9][CH:10]=1)[NH:7][C:6]([C:11]([Cl:17])=[O:13])=[CH:5]2. The catalyst class is: 3. (5) Reactant: Cl[S:2]([C:5]1[CH:10]=[CH:9][C:8]([CH:11]([CH2:17][CH:18]2[CH2:23][CH2:22][O:21][CH2:20][CH2:19]2)[C:12]([O:14][CH2:15][CH3:16])=[O:13])=[CH:7][CH:6]=1)(=[O:4])=[O:3].S(Cl)(Cl)(=O)=O.[CH2:29]([NH2:31])[CH3:30]. Product: [CH2:29]([NH:31][S:2]([C:5]1[CH:10]=[CH:9][C:8]([CH:11]([CH2:17][CH:18]2[CH2:23][CH2:22][O:21][CH2:20][CH2:19]2)[C:12]([O:14][CH2:15][CH3:16])=[O:13])=[CH:7][CH:6]=1)(=[O:4])=[O:3])[CH3:30]. The catalyst class is: 1. (6) Reactant: [Cl:1][C:2]1[CH:8]=[C:7]([O:9][C:10]2[C:11]3[N:18]([CH3:19])[CH:17]=[CH:16][C:12]=3[N:13]=[CH:14][N:15]=2)[CH:6]=[CH:5][C:3]=1[NH2:4].C(N(CC)CC)C.ClC(Cl)(O[C:31](=[O:37])OC(Cl)(Cl)Cl)Cl.[NH2:39][C:40]1[CH:41]=[N:42][N:43]([CH2:45][C:46]([F:49])([F:48])[F:47])[CH:44]=1. Product: [Cl:1][C:2]1[CH:8]=[C:7]([O:9][C:10]2[C:11]3[N:18]([CH3:19])[CH:17]=[CH:16][C:12]=3[N:13]=[CH:14][N:15]=2)[CH:6]=[CH:5][C:3]=1[NH:4][C:31]([NH:39][C:40]1[CH:41]=[N:42][N:43]([CH2:45][C:46]([F:49])([F:48])[F:47])[CH:44]=1)=[O:37]. The catalyst class is: 4. (7) Reactant: [CH3:1][S:2]([C:5]1[CH:10]=[CH:9][C:8]([N:11]2[CH:20]=[C:19]3[C:13]([CH2:14][CH2:15][N:16](C(OC(C)(C)C)=O)[CH2:17][CH2:18]3)=[N:12]2)=[CH:7][CH:6]=1)(=[O:4])=[O:3].Cl. Product: [CH3:1][S:2]([C:5]1[CH:10]=[CH:9][C:8]([N:11]2[CH:20]=[C:19]3[C:13]([CH2:14][CH2:15][NH:16][CH2:17][CH2:18]3)=[N:12]2)=[CH:7][CH:6]=1)(=[O:4])=[O:3]. The catalyst class is: 169. (8) Reactant: ClC(Cl)(O[C:5](=[O:11])OC(Cl)(Cl)Cl)Cl.[Cl:13][C:14]1[CH:15]=[CH:16][C:17]([N+:21]([O-:23])=[O:22])=[C:18]([CH:20]=1)[NH2:19].[NH3:24]. Product: [Cl:13][C:14]1[CH:15]=[CH:16][C:17]([N+:21]([O-:23])=[O:22])=[C:18]([NH:19][C:5]([NH2:24])=[O:11])[CH:20]=1. The catalyst class is: 11. (9) Reactant: [C:1]([C:5]1[C:6]([N+:17]([O-])=O)=[CH:7][C:8]2[O:12][C:11](=[O:13])[C:10]([CH3:15])([CH3:14])[C:9]=2[CH:16]=1)([CH3:4])([CH3:3])[CH3:2]. Product: [NH2:17][C:6]1[C:5]([C:1]([CH3:4])([CH3:3])[CH3:2])=[CH:16][C:9]2[C:10]([CH3:15])([CH3:14])[C:11](=[O:13])[O:12][C:8]=2[CH:7]=1. The catalyst class is: 43.